Dataset: Full USPTO retrosynthesis dataset with 1.9M reactions from patents (1976-2016). Task: Predict the reactants needed to synthesize the given product. (1) Given the product [C:22]1([C@H:28]([CH3:32])[C:29]([NH:20][C:13]2[CH:14]=[N:15][C:16]3[CH2:17][CH2:18][CH2:19][N:10]([S:7]([C:3]4[CH:2]=[C:1]([CH3:21])[CH:6]=[CH:5][CH:4]=4)(=[O:9])=[O:8])[C:11]=3[CH:12]=2)=[O:30])[CH:27]=[CH:26][CH:25]=[CH:24][CH:23]=1, predict the reactants needed to synthesize it. The reactants are: [C:1]1([CH3:21])[CH:6]=[CH:5][CH:4]=[C:3]([S:7]([N:10]2[CH2:19][CH2:18][CH2:17][C:16]3[N:15]=[CH:14][C:13]([NH2:20])=[CH:12][C:11]2=3)(=[O:9])=[O:8])[CH:2]=1.[C:22]1([C@H:28]([CH3:32])[C:29](O)=[O:30])[CH:27]=[CH:26][CH:25]=[CH:24][CH:23]=1.C(N(CC)C(C)C)(C)C.F[P-](F)(F)(F)(F)F.N1(OC(N(C)C)=[N+](C)C)C2N=CC=CC=2N=N1. (2) Given the product [CH2:18]([C:17]1[N:12]=[C:10]([C:9]2[CH:13]=[CH:14][C:6]([O:5][CH2:4][CH2:3][CH2:2][OH:1])=[N:7][CH:8]=2)[S:11][CH:16]=1)[CH3:19], predict the reactants needed to synthesize it. The reactants are: [OH:1][CH2:2][CH2:3][CH2:4][O:5][C:6]1[CH:14]=[CH:13][C:9]([C:10]([NH2:12])=[S:11])=[CH:8][N:7]=1.Br[CH2:16][C:17](=O)[CH2:18][CH3:19].C(N(CC)CC)C. (3) Given the product [S:8]([O-:12])([O-:11])(=[O:10])=[O:9].[OH:5][NH3+:4].[OH:2][NH3+:1], predict the reactants needed to synthesize it. The reactants are: [NH2:1][OH:2].N#[N+:4][O-:5].N#N.[S:8](=[O:12])(=[O:11])([OH:10])[OH:9]. (4) Given the product [CH3:1][N:2]([CH3:26])[C:3]1[C:4]2[C:11]([C:12]3[S:49][CH:14]=[CH:15][CH:16]=3)=[CH:10][N:9]([C@@H:17]3[O:23][C@H:22]([CH2:24][OH:25])[C@@H:20]([OH:21])[C@H:18]3[OH:19])[C:5]=2[N:6]=[CH:7][N:8]=1, predict the reactants needed to synthesize it. The reactants are: [CH3:1][N:2]([CH3:26])[C:3]1[C:4]2[C:11]([C:12]3O[CH:14]=[CH:15][CH:16]=3)=[CH:10][N:9]([C@@H:17]3[O:23][C@H:22]([CH2:24][OH:25])[C@@H:20]([OH:21])[C@H:18]3[OH:19])[C:5]=2[N:6]=[CH:7][N:8]=1.CN(C)C1C2C(I)=CN([C@@H]3O[C@H](CO)[C@@H](O)[C@H]3O)C=2N=CN=1.[S:49]1C=CC=C1B(O)O. (5) The reactants are: [OH:1][C:2]1[CH:3]=[C:4]([CH2:12][C:13]([OH:15])=[O:14])[CH:5]=[C:6]([C:8]([F:11])([F:10])[F:9])[CH:7]=1.[Cl:16][C:17]1[CH:18]=[C:19]([S:24]([CH2:27][C:28]2[CH:33]=[CH:32][CH:31]=[CH:30][N:29]=2)(=[O:26])=[O:25])[CH:20]=[CH:21][C:22]=1F. Given the product [Cl:16][C:17]1[CH:18]=[C:19]([S:24]([CH2:27][C:28]2[CH:33]=[CH:32][CH:31]=[CH:30][N:29]=2)(=[O:25])=[O:26])[CH:20]=[CH:21][C:22]=1[O:1][C:2]1[CH:3]=[C:4]([CH2:12][C:13]([OH:15])=[O:14])[CH:5]=[C:6]([C:8]([F:9])([F:10])[F:11])[CH:7]=1, predict the reactants needed to synthesize it. (6) Given the product [CH3:28][C:25]12[CH2:27][CH:21]([N:20]([C:18]([C:16]3[CH:15]=[CH:14][C:12]4[NH:13][C:9]([CH:7]5[CH2:8][CH:6]5[C:4]([OH:5])=[O:3])=[N:10][C:11]=4[CH:17]=3)=[O:19])[CH2:26]1)[CH2:22][C:23]([CH3:30])([CH3:29])[CH2:24]2, predict the reactants needed to synthesize it. The reactants are: C([O:3][C:4]([CH:6]1[CH2:8][CH:7]1[C:9]1[NH:13][C:12]2[CH:14]=[CH:15][C:16]([C:18]([N:20]3[CH2:26][C:25]4([CH3:28])[CH2:27][CH:21]3[CH2:22][C:23]([CH3:30])([CH3:29])[CH2:24]4)=[O:19])=[CH:17][C:11]=2[N:10]=1)=[O:5])C.[OH-].[Na+]. (7) Given the product [CH2:21]([O:28][C:29]1[C:30]([C:36]([O:38][CH3:39])=[O:37])=[N:31][C:32]([C:6]2[CH:5]=[CH:4][C:3]([O:2][CH3:1])=[C:8]([CH:9]=[O:10])[C:7]=2[CH3:11])=[CH:33][CH:34]=1)[C:22]1[CH:23]=[CH:24][CH:25]=[CH:26][CH:27]=1, predict the reactants needed to synthesize it. The reactants are: [CH3:1][O:2][C:3]1[C:8]([CH:9]=[O:10])=[C:7]([CH3:11])[C:6](B2OC(C)(C)C(C)(C)O2)=[CH:5][CH:4]=1.[CH2:21]([O:28][C:29]1[C:30]([C:36]([O:38][CH3:39])=[O:37])=[N:31][C:32](Br)=[CH:33][CH:34]=1)[C:22]1[CH:27]=[CH:26][CH:25]=[CH:24][CH:23]=1.C(=O)([O-])[O-].[Na+].[Na+].CCCCCC. (8) Given the product [C:47]([O:51][C:28](=[O:37])[NH:25][C:3]1[N:4]=[C:5]2[C:10]([C:11]([F:14])([F:12])[F:13])=[CH:9][C:8]([C:15]3[O:16][CH:17]=[CH:18][CH:19]=3)=[CH:7][N:6]2[C:2]=1[Cl:1])([CH3:50])([CH3:49])[CH3:48], predict the reactants needed to synthesize it. The reactants are: [Cl:1][C:2]1[N:6]2[CH:7]=[C:8]([C:15]3[O:16][CH:17]=[CH:18][CH:19]=3)[CH:9]=[C:10]([C:11]([F:14])([F:13])[F:12])[C:5]2=[N:4][C:3]=1C(O)=O.C([N:25]([CH2:28]C)CC)C.C1(P(N=[N+]=[N-])(C2C=CC=CC=2)=[O:37])C=CC=CC=1.[C:47]([OH:51])([CH3:50])([CH3:49])[CH3:48]. (9) Given the product [Br:1][C:2]1[CH:7]=[CH:6][C:5]([CH:8]=[O:19])=[C:4]([N+:13]([O-:15])=[O:14])[CH:3]=1, predict the reactants needed to synthesize it. The reactants are: [Br:1][C:2]1[CH:7]=[CH:6][C:5](/[CH:8]=C/N(C)C)=[C:4]([N+:13]([O-:15])=[O:14])[CH:3]=1.C1C[O:19]CC1. (10) Given the product [C:29]([C:28]1[CH:31]=[C:32]([N:7]2[C:6]3[CH:8]=[CH:9][N:10]=[CH:11][C:5]=3[CH2:4][N:3]([CH2:12][CH:13]3[CH2:14][CH2:15][N:16]([C:19]([O:21][C:22]([CH3:25])([CH3:24])[CH3:23])=[O:20])[CH2:17][CH2:18]3)[C:2]2=[O:1])[CH:33]=[CH:34][C:27]=1[F:26])#[N:30], predict the reactants needed to synthesize it. The reactants are: [O:1]=[C:2]1[NH:7][C:6]2[CH:8]=[CH:9][N:10]=[CH:11][C:5]=2[CH2:4][N:3]1[CH2:12][CH:13]1[CH2:18][CH2:17][N:16]([C:19]([O:21][C:22]([CH3:25])([CH3:24])[CH3:23])=[O:20])[CH2:15][CH2:14]1.[F:26][C:27]1[CH:34]=[CH:33][C:32](I)=[CH:31][C:28]=1[C:29]#[N:30].